From a dataset of hERG potassium channel inhibition data for cardiac toxicity prediction from Karim et al.. Regression/Classification. Given a drug SMILES string, predict its toxicity properties. Task type varies by dataset: regression for continuous values (e.g., LD50, hERG inhibition percentage) or binary classification for toxic/non-toxic outcomes (e.g., AMES mutagenicity, cardiotoxicity, hepatotoxicity). Dataset: herg_karim. (1) The drug is COc1ccc(CCN(C)CCC[C@@](C#N)(c2cc(OC)c(OC)c(OC)c2)C(C)C)cc1OC. The result is 1 (blocker). (2) The compound is O=C1O[C@]2(CC[C@H](c3nc4cc(OC(F)(F)F)ccc4[nH]3)CC2)CN1c1ccccc1. The result is 1 (blocker). (3) The compound is Cc1ccn(-c2ccc(-c3ncco3)cc2)c(=O)c1-c1ccc2nc(N)ncc2c1. The result is 0 (non-blocker). (4) The drug is Fc1ccc2c(C3CNCC[C@H]3F)c(-c3ccc4ccccc4c3)[nH]c2c1. The result is 1 (blocker). (5) The drug is O=C1COc2ccc(CNC34CCC(C[C@]5(O)CN6C(=O)CCc7ncc(F)c5c76)(CC3)OC4)nc2N1. The result is 0 (non-blocker). (6) The molecule is Cn1c(=O)c(C(=O)N2CCCC2)c(NC2CCN(Cc3ccc4c(c3)OCO4)CC2)c2cc(Cl)ccc21. The result is 1 (blocker).